From a dataset of Full USPTO retrosynthesis dataset with 1.9M reactions from patents (1976-2016). Predict the reactants needed to synthesize the given product. (1) Given the product [C:35]([O:15][NH:14][C:13]([CH2:12][C@@H:11]([N:8]1[C:7](=[O:28])[C:6]2[C:10](=[C:2]([Cl:1])[CH:3]=[CH:4][C:5]=2[NH:29][C:30]([CH:32]2[CH2:33][CH2:34]2)=[O:31])[CH2:9]1)[C:17]1[CH:22]=[CH:21][C:20]([O:23][CH3:24])=[C:19]([O:25][CH2:26][CH3:27])[CH:18]=1)=[O:16])(=[O:37])[CH3:36], predict the reactants needed to synthesize it. The reactants are: [Cl:1][C:2]1[CH:3]=[CH:4][C:5]([NH:29][C:30]([CH:32]2[CH2:34][CH2:33]2)=[O:31])=[C:6]2[C:10]=1[CH2:9][N:8]([CH:11]([C:17]1[CH:22]=[CH:21][C:20]([O:23][CH3:24])=[C:19]([O:25][CH2:26][CH3:27])[CH:18]=1)[CH2:12][C:13](=[O:16])[NH:14][OH:15])[C:7]2=[O:28].[C:35](OC(=O)C)(=[O:37])[CH3:36]. (2) Given the product [CH3:1][O:2][C:3](=[O:51])[CH:4]([NH:35][C:36](=[O:50])[CH:37]([CH2:45][S:46][C:47](=[O:49])[CH3:48])[CH2:38][C:39]1[CH:40]=[CH:41][CH:42]=[CH:43][CH:44]=1)[CH2:5][C:6]1[CH:11]=[CH:10][C:9]([NH:12][C:13](=[O:34])[CH2:14][CH2:15][CH:16]([NH2:26])[C:17]([N:19]2[CH2:23][CH2:22][CH2:21][CH:20]2[C:24]#[N:25])=[O:18])=[CH:8][CH:7]=1, predict the reactants needed to synthesize it. The reactants are: [CH3:1][O:2][C:3](=[O:51])[CH:4]([NH:35][C:36](=[O:50])[CH:37]([CH2:45][S:46][C:47](=[O:49])[CH3:48])[CH2:38][C:39]1[CH:44]=[CH:43][CH:42]=[CH:41][CH:40]=1)[CH2:5][C:6]1[CH:11]=[CH:10][C:9]([NH:12][C:13](=[O:34])[CH2:14][CH2:15][CH:16]([NH:26]C(OC(C)(C)C)=O)[C:17]([N:19]2[CH2:23][CH2:22][CH2:21][CH:20]2[C:24]#[N:25])=[O:18])=[CH:8][CH:7]=1.O. (3) Given the product [NH2:1][C:2]1[N:7]=[C:6]([N:8]2[CH2:22][CH2:21][C:11]3([CH2:15][NH:14][C@H:13]([C:16]([OH:18])=[O:17])[CH2:12]3)[CH2:10][CH2:9]2)[CH:5]=[C:4]([O:23][C@H:24]([C:29]2[CH:34]=[C:33]([CH2:35][CH3:36])[CH:32]=[CH:31][C:30]=2[N:37]2[CH:41]=[CH:40][C:39]([CH3:42])=[N:38]2)[C:25]([F:28])([F:27])[F:26])[N:3]=1, predict the reactants needed to synthesize it. The reactants are: [NH2:1][C:2]1[N:7]=[C:6]([N:8]2[CH2:22][CH2:21][C:11]3([CH2:15][NH:14][C@H:13]([C:16]([O:18]CC)=[O:17])[CH2:12]3)[CH2:10][CH2:9]2)[CH:5]=[C:4]([O:23][C@H:24]([C:29]2[CH:34]=[C:33]([CH2:35][CH3:36])[CH:32]=[CH:31][C:30]=2[N:37]2[CH:41]=[CH:40][C:39]([CH3:42])=[N:38]2)[C:25]([F:28])([F:27])[F:26])[N:3]=1.[Li+].[OH-]. (4) Given the product [C:15]([C:11]1[C:12](=[O:14])[CH:13]=[CH:20][N:9]([C:5]2[CH:6]=[CH:7][CH:8]=[C:3]([C:2]([F:18])([F:19])[F:1])[CH:4]=2)[N:10]=1)(=[O:17])[CH3:16], predict the reactants needed to synthesize it. The reactants are: [F:1][C:2]([F:19])([F:18])[C:3]1[CH:4]=[C:5]([NH:9][N:10]=[C:11]([C:15](=[O:17])[CH3:16])[C:12](=[O:14])[CH3:13])[CH:6]=[CH:7][CH:8]=1.[CH3:20]OC(OC)N(C)C. (5) Given the product [Si:1]([O:8][CH2:9][C@@H:10]1[C@H:14]2[O:15][C:16]([CH3:19])([CH3:18])[O:17][C@H:13]2[C@@H:12]([OH:20])[C:11]1=[CH2:21])([C:4]([CH3:7])([CH3:6])[CH3:5])([CH3:2])[CH3:3], predict the reactants needed to synthesize it. The reactants are: [Si:1]([O:8][CH2:9][C@@H:10]1[C@H:14]2[O:15][C:16]([CH3:19])([CH3:18])[O:17][C@H:13]2[C@H:12]([OH:20])[C:11]1=[CH2:21])([C:4]([CH3:7])([CH3:6])[CH3:5])([CH3:3])[CH3:2].[BH4-].[Na+].[NH4+].[Cl-].